Dataset: Full USPTO retrosynthesis dataset with 1.9M reactions from patents (1976-2016). Task: Predict the reactants needed to synthesize the given product. (1) The reactants are: [CH:1]([C:3]1[CH:4]=[CH:5][C:6]([C:11]([CH3:13])=[CH2:12])=[C:7]([CH:10]=1)[C:8]#[N:9])=[O:2]. Given the product [OH:2][CH2:1][C:3]1[CH:4]=[CH:5][C:6]([CH:11]([CH3:13])[CH3:12])=[C:7]([CH:10]=1)[C:8]#[N:9], predict the reactants needed to synthesize it. (2) Given the product [F:22][C:18]1[CH:17]=[C:16]([C:15]2[S:14][C:13]([CH3:23])=[N:12][C:11]=2[C:9]([N:4]2[C@H:3]([CH2:2][NH:1][C:34]([C:28]3[CH:27]=[N:26][N:25]([CH3:24])[C:29]=3[C:30]([F:33])([F:31])[F:32])=[O:35])[CH2:8][C@H:7]3[C@@H:5]2[CH2:6]3)=[O:10])[CH:21]=[CH:20][CH:19]=1, predict the reactants needed to synthesize it. The reactants are: [NH2:1][CH2:2][C@@H:3]1[CH2:8][C@H:7]2[C@H:5]([CH2:6]2)[N:4]1[C:9]([C:11]1[N:12]=[C:13]([CH3:23])[S:14][C:15]=1[C:16]1[CH:21]=[CH:20][CH:19]=[C:18]([F:22])[CH:17]=1)=[O:10].[CH3:24][N:25]1[C:29]([C:30]([F:33])([F:32])[F:31])=[C:28]([C:34](O)=[O:35])[CH:27]=[N:26]1.